Predict the product of the given reaction. From a dataset of Forward reaction prediction with 1.9M reactions from USPTO patents (1976-2016). (1) The product is: [C:1]([O:5][C:6]([NH:8][C:9]1[C:10]([C:21]([OH:23])=[O:22])=[CH:11][C:12]([F:15])=[N:13][CH:14]=1)=[O:7])([CH3:4])([CH3:2])[CH3:3]. Given the reactants [C:1]([O:5][C:6]([NH:8][C:9]1[CH:10]=[CH:11][C:12]([F:15])=[N:13][CH:14]=1)=[O:7])([CH3:4])([CH3:3])[CH3:2].[Li]CCCC.[C:21](=[O:23])=[O:22], predict the reaction product. (2) Given the reactants [F:1][C:2]([F:22])([F:21])[C:3]1[CH:8]=[CH:7][C:6]([CH:9]2[CH2:14][C:13](=[O:15])[NH:12][C:11]([CH3:16])=[C:10]2[C:17]([O:19][CH3:20])=[O:18])=[CH:5][CH:4]=1.[H-].[Na+].[CH3:25]I, predict the reaction product. The product is: [CH3:25][N:12]1[C:13](=[O:15])[CH2:14][CH:9]([C:6]2[CH:5]=[CH:4][C:3]([C:2]([F:21])([F:1])[F:22])=[CH:8][CH:7]=2)[C:10]([C:17]([O:19][CH3:20])=[O:18])=[C:11]1[CH3:16]. (3) Given the reactants Br[C:2]1[N:6]2[CH:7]=[C:8]([C:11]([N:13]([C:15]3[CH:20]=[CH:19][C:18]([C:21]#[N:22])=[CH:17][CH:16]=3)[CH3:14])=[O:12])[N:9]=[CH:10][C:5]2=[N:4][CH:3]=1.CC1(C)C(C)(C)OB([C:31]2[CH:37]=[CH:36][C:34]([NH2:35])=[CH:33][CH:32]=2)O1.OP([O-])([O-])=O.[K+].[K+], predict the reaction product. The product is: [NH2:35][C:34]1[CH:36]=[CH:37][C:31]([C:2]2[N:6]3[CH:7]=[C:8]([C:11]([N:13]([C:15]4[CH:20]=[CH:19][C:18]([C:21]#[N:22])=[CH:17][CH:16]=4)[CH3:14])=[O:12])[N:9]=[CH:10][C:5]3=[N:4][CH:3]=2)=[CH:32][CH:33]=1. (4) Given the reactants Cl[C:2]1[C:3]2[NH:10][CH:9]=[C:8]([C@@H:11]3[N:15]([C:16]([O:18][C:19]([CH3:22])([CH3:21])[CH3:20])=[O:17])[C@H:14]([CH2:23][OH:24])[C@H:13]4[O:25][C:26]([CH3:29])([CH3:28])[O:27][C@@H:12]34)[C:4]=2[N:5]=[CH:6][N:7]=1.[N-:30]=[N+:31]=[N-:32].[Na+], predict the reaction product. The product is: [N:30]([C:2]1[C:3]2[NH:10][CH:9]=[C:8]([C@@H:11]3[N:15]([C:16]([O:18][C:19]([CH3:22])([CH3:21])[CH3:20])=[O:17])[C@@H:14]([CH2:23][OH:24])[C@H:13]4[O:25][C:26]([CH3:29])([CH3:28])[O:27][C@@H:12]34)[C:4]=2[N:5]=[CH:6][N:7]=1)=[N+:31]=[N-:32].